This data is from Reaction yield outcomes from USPTO patents with 853,638 reactions. The task is: Predict the reaction yield, written as a fraction of the theoretical maximum amount of product (1.0 means a 100% yield; for example, 0.34 means a 34% yield). The reactants are [C:1]([C:3]1[CH:8]=[CH:7][CH:6]=[CH:5][C:4]=1[C:9]1[CH:14]=[CH:13][C:12]([CH2:15][C:16]2[C:17](=[O:37])[N:18]([C@H:28]3[CH2:33][CH2:32][C@H:31]([C:34](O)=[O:35])[CH2:30][CH2:29]3)[C:19]3[N:20]([N:25]=[CH:26][N:27]=3)[C:21]=2[CH2:22][CH2:23][CH3:24])=[CH:11][CH:10]=1)#[N:2].CN1CCOCC1.C(Cl)(=O)OCC.[BH4-].[Na+].[Cl-].[NH4+]. The catalyst is CO.O1CCCC1. The product is [OH:35][CH2:34][C@H:31]1[CH2:30][CH2:29][C@H:28]([N:18]2[C:17](=[O:37])[C:16]([CH2:15][C:12]3[CH:13]=[CH:14][C:9]([C:4]4[C:3]([C:1]#[N:2])=[CH:8][CH:7]=[CH:6][CH:5]=4)=[CH:10][CH:11]=3)=[C:21]([CH2:22][CH2:23][CH3:24])[N:20]3[N:25]=[CH:26][N:27]=[C:19]23)[CH2:33][CH2:32]1. The yield is 0.780.